Dataset: Reaction yield outcomes from USPTO patents with 853,638 reactions. Task: Predict the reaction yield, written as a fraction of the theoretical maximum amount of product (1.0 means a 100% yield; for example, 0.34 means a 34% yield). The reactants are [NH2:1][C:2]1[CH:11]=[CH:10][C:5]([C:6]([O:8][CH3:9])=[O:7])=[CH:4][C:3]=1[NH:12][C:13]1[CH:18]=[CH:17][C:16]([S:19][CH3:20])=[CH:15][CH:14]=1.[CH:21](O)=O. No catalyst specified. The product is [CH3:20][S:19][C:16]1[CH:17]=[CH:18][C:13]([N:12]2[C:3]3[CH:4]=[C:5]([C:6]([O:8][CH3:9])=[O:7])[CH:10]=[CH:11][C:2]=3[N:1]=[CH:21]2)=[CH:14][CH:15]=1. The yield is 0.740.